From a dataset of TCR-epitope binding with 47,182 pairs between 192 epitopes and 23,139 TCRs. Binary Classification. Given a T-cell receptor sequence (or CDR3 region) and an epitope sequence, predict whether binding occurs between them. (1) The epitope is GTHWFVTQR. The TCR CDR3 sequence is CAIKKGEGVIAYEQYF. Result: 0 (the TCR does not bind to the epitope). (2) The epitope is KLWAQCVQL. The TCR CDR3 sequence is CASSPDISSYNEQFF. Result: 1 (the TCR binds to the epitope). (3) The epitope is HTTDPSFLGRY. The TCR CDR3 sequence is CASSVEGQPQHF. Result: 1 (the TCR binds to the epitope). (4) The epitope is LLWNGPMAV. The TCR CDR3 sequence is CASSYSEQGYGYTF. Result: 1 (the TCR binds to the epitope). (5) The epitope is RQLLFVVEV. The TCR CDR3 sequence is CASSRRGGSNEQYF. Result: 0 (the TCR does not bind to the epitope). (6) The epitope is SEETGTLIV. The TCR CDR3 sequence is CASSWDSGAEAFF. Result: 0 (the TCR does not bind to the epitope).